Dataset: Catalyst prediction with 721,799 reactions and 888 catalyst types from USPTO. Task: Predict which catalyst facilitates the given reaction. (1) Reactant: [H-].[Na+].[CH2:3]([O:7][C:8]1[CH:13]=[CH:12][C:11]([SH:14])=[CH:10][CH:9]=1)[C:4]#[C:5][CH3:6].[C:15]1(=[O:24])[C:18]2([CH2:23][CH2:22][O:21][CH2:20][CH2:19]2)[CH2:17][O:16]1. Product: [CH2:3]([O:7][C:8]1[CH:9]=[CH:10][C:11]([S:14][CH2:17][C:18]2([C:15]([OH:24])=[O:16])[CH2:23][CH2:22][O:21][CH2:20][CH2:19]2)=[CH:12][CH:13]=1)[C:4]#[C:5][CH3:6]. The catalyst class is: 1. (2) Reactant: [CH2:1]([O:3][C:4]([CH:6]1[CH2:11][C:10](=[O:12])[CH:9]=[C:8]([OH:13])[CH2:7]1)=[O:5])[CH3:2].C(N(CC)CC)C.[CH:21]1([O:24][C:25]2[CH:33]=[CH:32][C:28]([C:29](Cl)=[O:30])=[CH:27][CH:26]=2)[CH2:23][CH2:22]1.OC1CCCC(=O)C=1C(=O)C1C=CC(OC)=CC=1. Product: [CH:21]1([O:24][C:25]2[CH:33]=[CH:32][C:28]([C:29]([C:9]3[C:10](=[O:12])[CH2:11][CH:6]([C:4]([O:3][CH2:1][CH3:2])=[O:5])[CH2:7][C:8]=3[OH:13])=[O:30])=[CH:27][CH:26]=2)[CH2:22][CH2:23]1. The catalyst class is: 10. (3) Reactant: [Cl:1][C:2]1[N:7]=[CH:6][C:5]([CH:8]([OH:21])[CH2:9][N:10]([CH2:18][CH2:19]O)[C:11](=[O:17])[O:12][C:13]([CH3:16])([CH3:15])[CH3:14])=[CH:4][CH:3]=1.C(N(CC)CC)C.CS(Cl)(=O)=O. Product: [Cl:1][C:2]1[N:7]=[CH:6][C:5]([CH:8]2[O:21][CH2:19][CH2:18][N:10]([C:11]([O:12][C:13]([CH3:14])([CH3:15])[CH3:16])=[O:17])[CH2:9]2)=[CH:4][CH:3]=1. The catalyst class is: 1.